This data is from Reaction yield outcomes from USPTO patents with 853,638 reactions. The task is: Predict the reaction yield, written as a fraction of the theoretical maximum amount of product (1.0 means a 100% yield; for example, 0.34 means a 34% yield). (1) The reactants are Br[C:2]1[S:3][C:4]([S:17](=[O:26])(=[O:25])[N:18]([CH2:20][CH2:21][N:22]([CH3:24])[CH3:23])[CH3:19])=[CH:5][C:6]=1[C:7]1[S:11][C:10]([NH:12][C:13](=[O:15])[CH3:14])=[N:9][C:8]=1[CH3:16].C([Li])CCC. No catalyst specified. The product is [CH3:24][N:22]([CH3:23])[CH2:21][CH2:20][N:18]([CH3:19])[S:17]([C:4]1[S:3][CH:2]=[C:6]([C:7]2[S:11][C:10]([NH:12][C:13](=[O:15])[CH3:14])=[N:9][C:8]=2[CH3:16])[CH:5]=1)(=[O:25])=[O:26]. The yield is 0.870. (2) The reactants are [Cl-].O[NH3+:3].[C:4](=[O:7])([O-])[OH:5].[Na+].CS(C)=O.[CH2:13]([C:17]1[N:22]2[N:23]=[C:24]([CH3:26])[N:25]=[C:21]2[N:20]([CH:27]2[CH2:32][CH2:31][O:30][C:29]([CH3:34])([CH3:33])[CH2:28]2)[C:19](=[O:35])[C:18]=1[CH2:36][C:37]1[CH:42]=[CH:41][C:40]([C:43]2[C:44]([C:49]#[N:50])=[CH:45][CH:46]=[CH:47][CH:48]=2)=[CH:39][CH:38]=1)[CH2:14][CH2:15][CH3:16]. The catalyst is C(OCC)(=O)C. The product is [CH2:13]([C:17]1[N:22]2[N:23]=[C:24]([CH3:26])[N:25]=[C:21]2[N:20]([CH:27]2[CH2:32][CH2:31][O:30][C:29]([CH3:33])([CH3:34])[CH2:28]2)[C:19](=[O:35])[C:18]=1[CH2:36][C:37]1[CH:38]=[CH:39][C:40]([C:43]2[CH:48]=[CH:47][CH:46]=[CH:45][C:44]=2[C:49]2[NH:3][C:4](=[O:7])[O:5][N:50]=2)=[CH:41][CH:42]=1)[CH2:14][CH2:15][CH3:16]. The yield is 0.580. (3) The reactants are [N-:1]=[C:2]=[S:3].[Na+].N1C=CC=CC=1.CS(O[N:16]=[C:17](Cl)[C@H:18]1[CH2:22][O:21][C:20]2([CH2:27][CH2:26][CH2:25][CH2:24][CH2:23]2)[O:19]1)(=O)=O.[CH3:29][C:30]1[C:35]([O:36][C:37]2[C:38]([NH2:50])=[N:39][CH:40]=[C:41]([S:43][C:44]3[CH:49]=[CH:48][CH:47]=[CH:46][N:45]=3)[CH:42]=2)=[CH:34][CH:33]=[CH:32][N:31]=1. The catalyst is C(#N)C. The product is [CH3:29][C:30]1[C:35]([O:36][C:37]2[C:38]([NH:50][C:2]3[S:3][N:16]=[C:17]([C@H:18]4[CH2:22][O:21][C:20]5([CH2:23][CH2:24][CH2:25][CH2:26][CH2:27]5)[O:19]4)[N:1]=3)=[N:39][CH:40]=[C:41]([S:43][C:44]3[CH:49]=[CH:48][CH:47]=[CH:46][N:45]=3)[CH:42]=2)=[CH:34][CH:33]=[CH:32][N:31]=1. The yield is 0.702. (4) The reactants are C(N(CC)CC)C.[Cl:8][C:9]1[C:10]([N:15]2[CH:19]([C:20]([O:22][CH2:23][CH3:24])=[O:21])[CH2:18][C:17](=[O:25])[NH:16]2)=[N:11][CH:12]=[CH:13][CH:14]=1.[C:26]1([CH3:36])[CH:31]=[CH:30][C:29]([S:32](Cl)(=[O:34])=[O:33])=[CH:28][CH:27]=1. The catalyst is ClCCl.C1(C)C=CC(S(Cl)(=O)=O)=CC=1.C(N(CC)CC)C. The product is [Cl:8][C:9]1[C:10]([N:15]2[CH:19]([C:20]([O:22][CH2:23][CH3:24])=[O:21])[CH2:18][C:17]([O:25][S:32]([C:29]3[CH:30]=[CH:31][C:26]([CH3:36])=[CH:27][CH:28]=3)(=[O:34])=[O:33])=[N:16]2)=[N:11][CH:12]=[CH:13][CH:14]=1. The yield is 0.870. (5) The reactants are [I:1]NC(=O)CCC(N)=O.[Cl:10][C:11]1[CH:16]=[CH:15][C:14]([OH:17])=[CH:13][C:12]=1[F:18].S(=O)(=O)(O)O. The catalyst is C(O)(=O)C. The product is [Cl:10][C:11]1[C:12]([F:18])=[CH:13][C:14]([OH:17])=[C:15]([I:1])[CH:16]=1. The yield is 0.540. (6) The reactants are [N+](C1C=CC(O[C:9]([O:11][CH:12]2[CH2:17][CH2:16][N:15]([C:18]([O:20][C:21]([CH3:24])([CH3:23])[CH3:22])=[O:19])[CH2:14][CH2:13]2)=[O:10])=CC=1)([O-])=O.Cl.[CH3:28][N:29]1[CH2:34][CH2:33][N:32]([C:35]2[CH:40]=[C:39]([C:41]3[CH:50]=[C:49]4[C:44]([CH2:45][CH2:46][NH:47][CH2:48]4)=[CH:43][CH:42]=3)[N:38]=[C:37]([NH2:51])[N:36]=2)[CH2:31][CH2:30]1.C(N(CC)CC)C. The catalyst is C(#N)C.O. The product is [NH2:51][C:37]1[N:38]=[C:39]([C:41]2[CH:50]=[C:49]3[C:44]([CH2:45][CH2:46][N:47]([C:9]([O:11][CH:12]4[CH2:13][CH2:14][N:15]([C:18]([O:20][C:21]([CH3:22])([CH3:23])[CH3:24])=[O:19])[CH2:16][CH2:17]4)=[O:10])[CH2:48]3)=[CH:43][CH:42]=2)[CH:40]=[C:35]([N:32]2[CH2:31][CH2:30][N:29]([CH3:28])[CH2:34][CH2:33]2)[N:36]=1. The yield is 0.790. (7) The reactants are [CH3:1][S:2]([C:5]1[CH:31]=[CH:30][C:8]([O:9][CH2:10][C:11]2[CH:16]=[CH:15][C:14]([CH:17]3[CH2:22][CH2:21][N:20]([C:23]([O:25][C:26]([CH3:29])([CH3:28])[CH3:27])=[O:24])[CH2:19][CH2:18]3)=[CH:13][N:12]=2)=[CH:7][CH:6]=1)(=[O:4])=[O:3].F[C:33](F)(F)C(O)=O.C(N(CC)CC)C.C(OC(OC(CC)(C)C)=O)(OC(CC)(C)C)=O. The catalyst is ClCCl.O1CCCC1.O. The product is [CH3:1][S:2]([C:5]1[CH:6]=[CH:7][C:8]([O:9][CH2:10][C:11]2[CH:16]=[CH:15][C:14]([CH:17]3[CH2:18][CH2:19][N:20]([C:23]([O:25][C:26]([CH3:28])([CH3:27])[CH2:29][CH3:33])=[O:24])[CH2:21][CH2:22]3)=[CH:13][N:12]=2)=[CH:30][CH:31]=1)(=[O:3])=[O:4]. The yield is 0.910. (8) The yield is 0.640. The catalyst is ClCCl. The product is [C:15]([O:14][C:12]([N:4]1[C:5]2[C:10](=[CH:9][C:8]([NH:11][C:20]([NH:19][CH2:22][C:23]3[CH:28]=[CH:27][CH:26]=[C:25]([O:29][CH3:30])[CH:24]=3)=[O:21])=[CH:7][CH:6]=2)[C:2]([NH2:1])=[N:3]1)=[O:13])([CH3:18])([CH3:17])[CH3:16]. The reactants are [NH2:1][C:2]1[C:10]2[C:5](=[CH:6][CH:7]=[C:8]([NH2:11])[CH:9]=2)[N:4]([C:12]([O:14][C:15]([CH3:18])([CH3:17])[CH3:16])=[O:13])[N:3]=1.[N:19]([CH2:22][C:23]1[CH:28]=[CH:27][CH:26]=[C:25]([O:29][CH3:30])[CH:24]=1)=[C:20]=[O:21]. (9) The reactants are [CH2:1]([NH:3][C:4]1[CH:8]=[C:7]([C:9]2[CH:14]=[CH:13][N:12]=[CH:11][CH:10]=2)[S:6][C:5]=1[C:15]([O:17]C)=[O:16])[CH3:2].C[O-].[Na+].CO.Cl. The catalyst is O. The product is [CH2:1]([NH:3][C:4]1[CH:8]=[C:7]([C:9]2[CH:14]=[CH:13][N:12]=[CH:11][CH:10]=2)[S:6][C:5]=1[C:15]([OH:17])=[O:16])[CH3:2]. The yield is 0.690. (10) The reactants are C(OC(=O)[NH:10][CH2:11][CH2:12][CH2:13][CH2:14][C:15]1[CH:20]=[CH:19][C:18]([O:21][CH2:22][C:23](=[O:31])[N:24]([CH2:28][CH2:29][OH:30])[CH2:25][CH2:26][OH:27])=[CH:17][CH:16]=1)C1C=CC=CC=1.[H][H]. The catalyst is C(O)C.[Pd]. The product is [NH2:10][CH2:11][CH2:12][CH2:13][CH2:14][C:15]1[CH:20]=[CH:19][C:18]([O:21][CH2:22][C:23]([N:24]([CH2:28][CH2:29][OH:30])[CH2:25][CH2:26][OH:27])=[O:31])=[CH:17][CH:16]=1. The yield is 0.720.